From a dataset of Full USPTO retrosynthesis dataset with 1.9M reactions from patents (1976-2016). Predict the reactants needed to synthesize the given product. The reactants are: Cl[C:2]1[N:7]=[C:6]([C:8]([NH:10][C:11]2[CH:19]=[C:18]([C:20]3[CH:28]=[CH:27][CH:26]=[C:25]4[C:21]=3[CH:22]=[CH:23][NH:24]4)[CH:17]=[C:16]3[C:12]=2[CH:13]=[N:14][NH:15]3)=[O:9])[CH:5]=[CH:4][CH:3]=1.[CH3:29][N:30]1[CH2:35][CH2:34][NH:33][CH2:32][CH2:31]1.CCN(C(C)C)C(C)C. Given the product [NH:24]1[C:25]2[C:21](=[C:20]([C:18]3[CH:17]=[C:16]4[C:12]([CH:13]=[N:14][NH:15]4)=[C:11]([NH:10][C:8]([C:6]4[CH:5]=[CH:4][CH:3]=[C:2]([N:33]5[CH2:34][CH2:35][N:30]([CH3:29])[CH2:31][CH2:32]5)[N:7]=4)=[O:9])[CH:19]=3)[CH:28]=[CH:27][CH:26]=2)[CH:22]=[CH:23]1, predict the reactants needed to synthesize it.